From a dataset of Reaction yield outcomes from USPTO patents with 853,638 reactions. Predict the reaction yield, written as a fraction of the theoretical maximum amount of product (1.0 means a 100% yield; for example, 0.34 means a 34% yield). (1) The reactants are [CH3:1][O:2][C:3]1[C:4](=[O:25])[C:5]([CH3:24])=[C:6]([CH2:12][C:13]2[CH:18]=[CH:17][C:16]([CH2:19][CH2:20][C:21](O)=[O:22])=[CH:15][CH:14]=2)[C:7](=[O:11])[C:8]=1[O:9][CH3:10].C(Cl)(=O)OCC.C(N(CC)CC)C.[NH:39]1[CH2:44][CH2:43][S:42][CH2:41][CH2:40]1. The catalyst is C1COCC1.O. The yield is 0.770. The product is [CH3:1][O:2][C:3]1[C:4](=[O:25])[C:5]([CH3:24])=[C:6]([CH2:12][C:13]2[CH:18]=[CH:17][C:16]([CH2:19][CH2:20][C:21]([N:39]3[CH2:44][CH2:43][S:42][CH2:41][CH2:40]3)=[O:22])=[CH:15][CH:14]=2)[C:7](=[O:11])[C:8]=1[O:9][CH3:10]. (2) The reactants are C([N:8]1[CH2:13][CH2:12][N:11]([C:14]2[N:19]=[C:18]([NH:20][C:21]3[CH:26]=[CH:25][C:24]([CH3:27])=[CH:23][CH:22]=3)[CH:17]=[C:16]([N:28]3[CH2:33][CH2:32][CH2:31][CH2:30][CH2:29]3)[N:15]=2)[CH2:10][CH2:9]1)C1C=CC=CC=1.C([O-])=O.[NH4+]. The catalyst is CO.[Pd]. The product is [CH3:27][C:24]1[CH:23]=[CH:22][C:21]([NH:20][C:18]2[CH:17]=[C:16]([N:28]3[CH2:29][CH2:30][CH2:31][CH2:32][CH2:33]3)[N:15]=[C:14]([N:11]3[CH2:10][CH2:9][NH:8][CH2:13][CH2:12]3)[N:19]=2)=[CH:26][CH:25]=1. The yield is 0.660. (3) The reactants are [Br:1][C:2]1[CH:3]=[CH:4][C:5]([N+:9]([O-])=O)=[C:6]([CH:8]=1)[NH2:7].ClC(Cl)(O[C:16](=[O:22])OC(Cl)(Cl)Cl)Cl.[NH:24]1[CH2:28][CH2:27][CH2:26][CH2:25]1. The catalyst is ClCCl. The product is [NH2:9][C:5]1[CH:4]=[CH:3][C:2]([Br:1])=[CH:8][C:6]=1[NH:7][C:16]([N:24]1[CH2:28][CH2:27][CH2:26][CH2:25]1)=[O:22]. The yield is 0.310. (4) No catalyst specified. The product is [C:1]([C:3]1[CH:4]=[C:5]([N:10]([CH2:15][C:16]2[CH:21]=[CH:20][C:19]([C:25]3[CH:24]=[N:23][CH:28]=[CH:27][CH:26]=3)=[CH:18][CH:17]=2)[C:11](=[O:14])[CH2:12][CH3:13])[CH:6]=[C:7]([F:9])[CH:8]=1)#[N:2]. The reactants are [C:1]([C:3]1[CH:4]=[C:5]([N:10]([CH2:15][C:16]2[CH:21]=[CH:20][C:19](I)=[CH:18][CH:17]=2)[C:11](=[O:14])[CH2:12][CH3:13])[CH:6]=[C:7]([F:9])[CH:8]=1)#[N:2].[N:23]1[CH:28]=[CH:27][CH:26]=[C:25](B(O)O)[CH:24]=1. The yield is 1.00.